Dataset: Peptide-MHC class I binding affinity with 185,985 pairs from IEDB/IMGT. Task: Regression. Given a peptide amino acid sequence and an MHC pseudo amino acid sequence, predict their binding affinity value. This is MHC class I binding data. (1) The peptide sequence is RVVLQSKEL. The MHC is Mamu-A2601 with pseudo-sequence Mamu-A2601. The binding affinity (normalized) is 0.759. (2) The peptide sequence is EPRVQLVPL. The MHC is HLA-B53:01 with pseudo-sequence HLA-B53:01. The binding affinity (normalized) is 0.213. (3) The peptide sequence is SVKNLILNFL. The MHC is HLA-A02:01 with pseudo-sequence HLA-A02:01. The binding affinity (normalized) is 0.288. (4) The peptide sequence is AIFQCSMTK. The MHC is HLA-A03:01 with pseudo-sequence HLA-A03:01. The binding affinity (normalized) is 0.756. (5) The peptide sequence is IQIQATETA. The MHC is HLA-A69:01 with pseudo-sequence HLA-A69:01. The binding affinity (normalized) is 0.0847.